Task: Predict the reactants needed to synthesize the given product.. Dataset: Full USPTO retrosynthesis dataset with 1.9M reactions from patents (1976-2016) (1) Given the product [Br:32][CH2:8][C:5]1[CH:4]=[C:3]([O:10][CH3:11])[C:2]([Cl:1])=[N:7][CH:6]=1, predict the reactants needed to synthesize it. The reactants are: [Cl:1][C:2]1[N:7]=[CH:6][C:5]([CH2:8]O)=[CH:4][C:3]=1[O:10][CH3:11].C1(P(C2C=CC=CC=2)C2C=CC=CC=2)C=CC=CC=1.C(Br)(Br)(Br)[Br:32]. (2) Given the product [Br:1][C:2]1[CH:7]=[CH:6][C:5]([C:8]2[N:9]=[C:10]([C:21]3[C:26]([F:27])=[CH:25][CH:24]=[CH:23][C:22]=3[Cl:28])[NH:11][C:12]=2[C:13]2[CH:18]=[CH:17][NH:16][C:15](=[O:19])[CH:14]=2)=[CH:4][CH:3]=1, predict the reactants needed to synthesize it. The reactants are: [Br:1][C:2]1[CH:7]=[CH:6][C:5]([C:8]2[N:9]=[C:10]([C:21]3[C:26]([F:27])=[CH:25][CH:24]=[CH:23][C:22]=3[Cl:28])[N:11](O)[C:12]=2[C:13]2[CH:18]=[CH:17][NH:16][C:15](=[O:19])[CH:14]=2)=[CH:4][CH:3]=1. (3) The reactants are: [NH2:1][C:2]1[CH:7]=[CH:6][C:5]([CH3:8])=[CH:4][C:3]=1S(O)(=O)=O.ClC([O:16][CH2:17][CH:18]1C2C=CC=CC=2C2C1=CC=CC=2)=O.C1C2C(CO[C:46]([NH:48][C:49]3[CH:54]=CC(C)=CC=3S(O)(=O)=O)=O)C3C(=CC=CC=3)C=2C=CC=1.C1C2C([CH2:73][O:74]C(=O)NC3C=CC(C)=CC=3S(Cl)(=O)=O)C3C(=CC=CC=3)C=2C=CC=1.NC1C=CC(C)=CC=1S([N:100]([CH3:102])[CH3:101])(=O)=O.Cl[C:104]1[N:109]=[C:108]([NH:110][C:111]2[CH:116]=[CH:115][C:114]([CH3:117])=[CH:113][C:112]=2[S:118]([N:121]([CH3:123])[CH3:122])(=[O:120])=[O:119])[C:107]([Cl:124])=[CH:106][N:105]=1. Given the product [Cl:124][C:107]1[C:108]([NH:110][C:111]2[CH:116]=[CH:115][C:114]([CH3:117])=[CH:113][C:112]=2[S:118](=[O:120])(=[O:119])[N:121]([CH3:123])[CH3:122])=[N:109][C:104]([NH:1][C:2]2[C:3]([O:74][CH3:73])=[CH:4][C:5]3[CH2:8][CH2:46][N:48]([CH2:18][C:17]([N:100]([CH3:102])[CH3:101])=[O:16])[CH2:49][CH2:54][C:6]=3[CH:7]=2)=[N:105][CH:106]=1, predict the reactants needed to synthesize it. (4) Given the product [NH2:2][CH2:1][CH:3]([CH2:7][C:8]1[CH:13]=[CH:12][CH:11]=[CH:10][CH:9]=1)[C:4]([NH2:6])=[O:5], predict the reactants needed to synthesize it. The reactants are: [C:1](/[C:3](=[CH:7]\[C:8]1[CH:13]=[CH:12][CH:11]=[CH:10][CH:9]=1)/[C:4]([NH2:6])=[O:5])#[N:2].Cl. (5) Given the product [N:1]1([C:15]([C:14]2[CH:19]=[CH:20][C:11]([O:10][CH2:9][CH2:8][OH:7])=[CH:12][CH:13]=2)=[O:16])[CH2:6][CH2:5][O:4][CH2:3][CH2:2]1, predict the reactants needed to synthesize it. The reactants are: [NH:1]1[CH2:6][CH2:5][O:4][CH2:3][CH2:2]1.[OH:7][CH2:8][CH2:9][O:10][C:11]1[CH:20]=[CH:19][C:14]([C:15](OC)=[O:16])=[CH:13][CH:12]=1. (6) Given the product [CH:40]1[CH:39]=[CH:38][C:37]([CH2:36][NH:35][C:33]([CH2:32][C:29]2[CH:28]=[CH:27][C:26]([C:23]3[CH:22]=[CH:21][C:20]([O:19][CH2:18][CH2:17][N:14]4[CH2:15][CH2:16][O:11][CH2:12][CH2:13]4)=[CH:25][CH:24]=3)=[CH:31][N:30]=2)=[O:34])=[CH:42][CH:41]=1, predict the reactants needed to synthesize it. The reactants are: P([O-])([O-])([O-])=O.S(O)(=O)(=O)C.[O:11]1[CH2:16][CH2:15][N:14]([CH2:17][CH2:18][O:19][C:20]2[CH:25]=[CH:24][C:23]([C:26]3[CH:27]=[CH:28][C:29]([CH2:32][C:33]([NH:35][CH2:36][C:37]4[CH:42]=[CH:41][CH:40]=[CH:39][CH:38]=4)=[O:34])=[N:30][CH:31]=3)=[CH:22][CH:21]=2)[CH2:13][CH2:12]1. (7) The reactants are: [Br:1][C:2]1[CH:3]=[C:4]2[C:9](=[CH:10][CH:11]=1)[N:8]=[CH:7][C:6]([C:12]1[N:16]([CH3:17])[N:15]=[CH:14][CH:13]=1)=[C:5]2[OH:18].[OH-].[K+].P(OCC)(OCC)(O[C:24](Br)([F:26])[F:25])=O. Given the product [Br:1][C:2]1[CH:3]=[C:4]2[C:9](=[CH:10][CH:11]=1)[N:8]=[CH:7][C:6]([C:12]1[N:16]([CH3:17])[N:15]=[CH:14][CH:13]=1)=[C:5]2[O:18][CH:24]([F:26])[F:25], predict the reactants needed to synthesize it.